This data is from Forward reaction prediction with 1.9M reactions from USPTO patents (1976-2016). The task is: Predict the product of the given reaction. (1) Given the reactants [NH:1]1[CH2:5][CH2:4][CH2:3][C:2]1=[O:6].Br[C:8]1[CH:9]=[CH:10][C:11]([C:14]([N:16]2[CH2:21][CH2:20][N:19]([C:22]3[C:27]([CH3:28])=[CH:26][C:25]([CH:29]4[CH2:31][CH2:30]4)=[CH:24][N:23]=3)[CH2:18][CH2:17]2)=[O:15])=[N:12][CH:13]=1, predict the reaction product. The product is: [CH:29]1([C:25]2[CH:26]=[C:27]([CH3:28])[C:22]([N:19]3[CH2:20][CH2:21][N:16]([C:14]([C:11]4[N:12]=[CH:13][C:8]([N:1]5[CH2:5][CH2:4][CH2:3][C:2]5=[O:6])=[CH:9][CH:10]=4)=[O:15])[CH2:17][CH2:18]3)=[N:23][CH:24]=2)[CH2:30][CH2:31]1. (2) Given the reactants Cl[C:2]1[N:7]=[CH:6][C:5]([Cl:8])=[CH:4][N:3]=1.[NH2:9][CH2:10][CH:11]1[CH:16]([CH3:17])[CH2:15][CH2:14][CH2:13][N:12]1[C:18]([O:20][CH2:21][CH:22]=[CH2:23])=[O:19], predict the reaction product. The product is: [Cl:8][C:5]1[CH:4]=[N:3][C:2]([NH:9][CH2:10][CH:11]2[CH:16]([CH3:17])[CH2:15][CH2:14][CH2:13][N:12]2[C:18]([O:20][CH2:21][CH:22]=[CH2:23])=[O:19])=[N:7][CH:6]=1. (3) The product is: [CH2:1]([N:8]([CH2:16][C:17]1[CH:22]=[CH:21][CH:20]=[CH:19][CH:18]=1)[C@@H:9]([CH2:13][CH2:14][CH3:15])[C:10]([N:54]([O:55][CH3:56])[CH3:53])=[O:11])[C:2]1[CH:7]=[CH:6][CH:5]=[CH:4][CH:3]=1. Given the reactants [CH2:1]([N:8]([CH2:16][C:17]1[CH:22]=[CH:21][CH:20]=[CH:19][CH:18]=1)[C@@H:9]([CH2:13][CH2:14][CH3:15])[C:10](O)=[O:11])[C:2]1[CH:7]=[CH:6][CH:5]=[CH:4][CH:3]=1.ON1C2C=CC=CC=2N=N1.Cl.C(N=C=NCCCN(C)C)C.CN1CCOCC1.Cl.[CH3:53][NH:54][O:55][CH3:56], predict the reaction product. (4) Given the reactants Br[C:2]1[CH:7]=[CH:6][C:5]([C:8]2[CH:13]=[CH:12][C:11]([CH2:14][CH2:15][C:16]3([CH2:22][O:23][P:24]([C:30]([CH3:33])([CH3:32])[CH3:31])([C:26]([CH3:29])([CH3:28])[CH3:27])=[O:25])[CH2:20][O:19][C:18]([CH3:21])=[N:17]3)=[CH:10][CH:9]=2)=[C:4]([F:34])[CH:3]=1.[C:35]1([SH:41])[CH:40]=[CH:39][CH:38]=[CH:37][CH:36]=1.C(N(C(C)C)CC)(C)C.C1(P(C2C=CC=CC=2)C2C3OC4C(=CC=CC=4P(C4C=CC=CC=4)C4C=CC=CC=4)C(C)(C)C=3C=CC=2)C=CC=CC=1, predict the reaction product. The product is: [F:34][C:4]1[CH:3]=[C:2]([S:41][C:35]2[CH:40]=[CH:39][CH:38]=[CH:37][CH:36]=2)[CH:7]=[CH:6][C:5]=1[C:8]1[CH:13]=[CH:12][C:11]([CH2:14][CH2:15][C:16]2([CH2:22][O:23][P:24]([C:30]([CH3:33])([CH3:32])[CH3:31])([C:26]([CH3:29])([CH3:28])[CH3:27])=[O:25])[CH2:20][O:19][C:18]([CH3:21])=[N:17]2)=[CH:10][CH:9]=1. (5) Given the reactants [Cl:1][C:2]1[CH:9]=[C:8]([N+:10]([O-:12])=[O:11])[CH:7]=[CH:6][C:3]=1[CH2:4]Br.C(N(C(C)C)CC)(C)C.[F:22][C:23]1[CH:24]=[C:25]([CH:27]=[CH:28][CH:29]=1)[NH2:26], predict the reaction product. The product is: [Cl:1][C:2]1[CH:9]=[C:8]([N+:10]([O-:12])=[O:11])[CH:7]=[CH:6][C:3]=1[CH2:4][NH:26][C:25]1[CH:27]=[CH:28][CH:29]=[C:23]([F:22])[CH:24]=1. (6) Given the reactants C(OC([CH2:6][N:7]1[CH2:11][CH2:10][CH2:9][CH:8]1[CH2:12][C:13]([O:15]CC)=O)=O)C.[H-].[Na+].C(O)(=O)C.Cl, predict the reaction product. The product is: [CH2:12]1[CH:8]2[N:7]([CH2:11][CH2:10][CH2:9]2)[CH2:6][C:13]1=[O:15]. (7) Given the reactants Br[C:2]1[CH:7]=[CH:6][C:5]([CH:8]([CH3:27])[C:9]([C:15]2[CH:16]=[CH:17][C:18]3[O:23][CH2:22][C:21](=[O:24])[N:20]([CH3:25])[C:19]=3[CH:26]=2)([OH:14])[C:10]([F:13])([F:12])[F:11])=[C:4]([Cl:28])[CH:3]=1.[CH3:29][O:30][C:31]1[CH:32]=[C:33](B(O)O)[CH:34]=[CH:35][C:36]=1[C:37]([O:39][CH3:40])=[O:38], predict the reaction product. The product is: [CH3:40][O:39][C:37]([C:36]1[CH:35]=[CH:34][C:33]([C:2]2[CH:7]=[CH:6][C:5]([CH:8]([CH3:27])[C:9]([OH:14])([C:15]3[CH:16]=[CH:17][C:18]4[O:23][CH2:22][C:21](=[O:24])[N:20]([CH3:25])[C:19]=4[CH:26]=3)[C:10]([F:13])([F:12])[F:11])=[C:4]([Cl:28])[CH:3]=2)=[CH:32][C:31]=1[O:30][CH3:29])=[O:38]. (8) Given the reactants FC(F)(F)C(OCC1C=CC=CC=1)=O.[NH2:15][C:16]1[CH:21]=[CH:20][N:19]=[CH:18][CH:17]=1.[Li+].C[Si]([N-][Si](C)(C)C)(C)C.CS([C:35]1[N:40]=[C:39]([C:41]2[C:42]([C:48]([F:51])([F:50])[F:49])=[N:43][C:44]([NH2:47])=[N:45][CH:46]=2)[CH:38]=[CH:37][N:36]=1)=O, predict the reaction product. The product is: [N:19]1[CH:20]=[CH:21][C:16]([NH:15][C:35]2[N:40]=[C:39]([C:41]3[C:42]([C:48]([F:49])([F:51])[F:50])=[N:43][C:44]([NH2:47])=[N:45][CH:46]=3)[CH:38]=[CH:37][N:36]=2)=[CH:17][CH:18]=1. (9) Given the reactants [C:1]([O:5][C:6](=[O:24])[NH:7][CH2:8][CH2:9][C:10]1[CH:15]=[CH:14][CH:13]=[C:12]([O:16]CC2C=CC=CC=2)[CH:11]=1)([CH3:4])([CH3:3])[CH3:2], predict the reaction product. The product is: [C:1]([O:5][C:6](=[O:24])[NH:7][CH2:8][CH2:9][C:10]1[CH:15]=[CH:14][CH:13]=[C:12]([OH:16])[CH:11]=1)([CH3:4])([CH3:2])[CH3:3].